From a dataset of Forward reaction prediction with 1.9M reactions from USPTO patents (1976-2016). Predict the product of the given reaction. (1) Given the reactants [C:1](N1C=CN=C1)(N1C=CN=C1)=[O:2].[F:13][C:14]1[CH:39]=[CH:38][C:17]([NH:18][C:19]2[CH:35]=[C:34]([F:36])[C:33]([F:37])=[CH:32][C:20]=2[C:21]([NH:23][O:24][CH2:25][C:26]2[CH:31]=[CH:30][CH:29]=[CH:28][CH:27]=2)=[O:22])=[CH:16][CH:15]=1, predict the reaction product. The product is: [F:13][C:14]1[CH:15]=[CH:16][C:17]([N:18]2[C:19]3[C:20](=[CH:32][C:33]([F:37])=[C:34]([F:36])[CH:35]=3)[C:21](=[O:22])[N:23]([O:24][CH2:25][C:26]3[CH:27]=[CH:28][CH:29]=[CH:30][CH:31]=3)[C:1]2=[O:2])=[CH:38][CH:39]=1. (2) Given the reactants [NH:1]1[CH2:4][CH:3]([C:5]2[N:9]([CH:10]([CH3:12])[CH3:11])[N:8]=[C:7]([I:13])[CH:6]=2)[CH2:2]1.C(N(C(C)C)CC)(C)C.[C:23](Cl)(=[O:25])[CH3:24], predict the reaction product. The product is: [I:13][C:7]1[CH:6]=[C:5]([CH:3]2[CH2:2][N:1]([C:23](=[O:25])[CH3:24])[CH2:4]2)[N:9]([CH:10]([CH3:11])[CH3:12])[N:8]=1. (3) Given the reactants [Cl:1][C:2]1[N:7]2[N:8]=[C:9]([C:11]([O-:13])=[O:12])[CH:10]=[C:6]2[N:5]=[C:4]([CH3:14])[C:3]=1[CH:15]([OH:21])[C:16]([O:18][CH2:19][CH3:20])=[O:17].[CH3:22][C:23](OI1(OC(C)=O)(OC(C)=O)OC(=O)C2C=CC=CC1=2)=O, predict the reaction product. The product is: [Cl:1][C:2]1[N:7]2[N:8]=[C:9]([C:11]([O:13][CH2:22][CH3:23])=[O:12])[CH:10]=[C:6]2[N:5]=[C:4]([CH3:14])[C:3]=1[C:15](=[O:21])[C:16]([O:18][CH2:19][CH3:20])=[O:17].